This data is from Reaction yield outcomes from USPTO patents with 853,638 reactions. The task is: Predict the reaction yield, written as a fraction of the theoretical maximum amount of product (1.0 means a 100% yield; for example, 0.34 means a 34% yield). (1) The reactants are [F:1][C:2]([F:12])([F:11])[O:3][C:4]1[CH:9]=[CH:8][CH:7]=[CH:6][C:5]=1O.[C:13]([O:16][CH2:17][CH3:18])(=[O:15])[CH3:14].C([O-])([O-])=[O:20].[K+].[K+]. The yield is 0.800. The product is [F:1][C:2]([F:12])([F:11])[O:3][C:4]1[CH:9]=[CH:8][C:7]([O:20][CH2:14][C:13]([O:16][CH2:17][CH3:18])=[O:15])=[CH:6][CH:5]=1. The catalyst is CC(C)=O. (2) The reactants are Br[C:2]1[CH:3]=[C:4]([CH:7]=[CH:8][C:9]=1[F:10])[CH:5]=[O:6].[CH3:11][OH:12].CN([CH:16]=[O:17])C. The catalyst is C1C=CC(P(C2C=CC=CC=2)[C-]2C=CC=C2)=CC=1.C1C=CC(P(C2C=CC=CC=2)[C-]2C=CC=C2)=CC=1.[Fe+2].C([O-])(=O)C.[Pd+2].C([O-])(=O)C. The product is [F:10][C:9]1[CH:8]=[CH:7][C:4]([CH:5]=[O:6])=[CH:3][C:2]=1[C:11]([O:17][CH3:16])=[O:12]. The yield is 0.230. (3) The reactants are [CH2:1]([N:3]1[CH:7]=[C:6]([C:8]2[CH:9]=[C:10]([CH:12]=[CH:13][CH:14]=2)[NH2:11])[C:5]([C:15]2[CH:20]=[CH:19][N:18]=[CH:17][CH:16]=2)=[N:4]1)[CH3:2].CCN(C(C)C)C(C)C.ClC(Cl)(O[C:34](=[O:40])OC(Cl)(Cl)Cl)Cl.[F:42][C:43]1[CH:44]=[C:45]([CH:47]=[CH:48][C:49]=1[I:50])[NH2:46]. The catalyst is C(Cl)Cl.CO. The product is [CH2:1]([N:3]1[CH:7]=[C:6]([C:8]2[CH:9]=[C:10]([NH:11][C:34]([NH:46][C:45]3[CH:47]=[CH:48][C:49]([I:50])=[C:43]([F:42])[CH:44]=3)=[O:40])[CH:12]=[CH:13][CH:14]=2)[C:5]([C:15]2[CH:16]=[CH:17][N:18]=[CH:19][CH:20]=2)=[N:4]1)[CH3:2]. The yield is 0.320.